Dataset: Forward reaction prediction with 1.9M reactions from USPTO patents (1976-2016). Task: Predict the product of the given reaction. (1) Given the reactants [OH:1][CH2:2][C@H:3]1[C@H:8]([NH:9][C:10](=[O:19])[O:11][CH2:12][C:13]2[CH:18]=[CH:17][CH:16]=[CH:15][CH:14]=2)[CH2:7][CH2:6][O:5][CH2:4]1.[N:20]1([C:25]2[CH:30]=[CH:29][C:28](O)=[CH:27][CH:26]=2)[CH:24]=[CH:23][CH:22]=[N:21]1.C1CCN(C(N=NC(N2CCCCC2)=O)=O)CC1.P(CCCC)(CCCC)CCCC, predict the reaction product. The product is: [N:20]1([C:25]2[CH:26]=[CH:27][C:28]([O:1][CH2:2][C@H:3]3[C@H:8]([NH:9][C:10](=[O:19])[O:11][CH2:12][C:13]4[CH:14]=[CH:15][CH:16]=[CH:17][CH:18]=4)[CH2:7][CH2:6][O:5][CH2:4]3)=[CH:29][CH:30]=2)[CH:24]=[CH:23][CH:22]=[N:21]1. (2) Given the reactants [NH2:1][C:2]1[C:3]([C:19]([OH:21])=O)=[N:4][C:5]([N:8]2[CH2:13][CH2:12][N:11]([S:14]([CH2:17][CH3:18])(=[O:16])=[O:15])[CH2:10][CH2:9]2)=[CH:6][N:7]=1.Cl.[CH3:23][O:24][NH:25][CH3:26].C(N(CC)CC)C.CN(C(ON1N=NC2C=CC=CC1=2)=[N+](C)C)C.[B-](F)(F)(F)F, predict the reaction product. The product is: [NH2:1][C:2]1[C:3]([C:19]([N:25]([O:24][CH3:23])[CH3:26])=[O:21])=[N:4][C:5]([N:8]2[CH2:9][CH2:10][N:11]([S:14]([CH2:17][CH3:18])(=[O:15])=[O:16])[CH2:12][CH2:13]2)=[CH:6][N:7]=1. (3) Given the reactants Br[C:2]1[CH:7]=[C:6]([C:8]([F:11])([F:10])[F:9])[CH:5]=[CH:4][C:3]=1[N:12]1[CH2:17][CH2:16][O:15][C:14]2[CH:18]=[C:19]([S:22]([NH:25][C:26]3[S:30][N:29]=[CH:28][N:27]=3)(=[O:24])=[O:23])[CH:20]=[CH:21][C:13]1=2.[CH3:31][N:32]1[C:36](B2OC(C)(C)C(C)(C)O2)=[CH:35][CH:34]=[N:33]1.C([O-])([O-])=O.[K+].[K+].Cl, predict the reaction product. The product is: [CH3:31][N:32]1[C:36]([C:2]2[CH:7]=[C:6]([C:8]([F:11])([F:10])[F:9])[CH:5]=[CH:4][C:3]=2[N:12]2[CH2:17][CH2:16][O:15][C:14]3[CH:18]=[C:19]([S:22]([NH:25][C:26]4[S:30][N:29]=[CH:28][N:27]=4)(=[O:24])=[O:23])[CH:20]=[CH:21][C:13]2=3)=[CH:35][CH:34]=[N:33]1. (4) The product is: [CH3:3][C:4]1[CH:14]=[C:13]([O:15][CH2:16]/[CH:17]=[C:18](/[C:34]2[CH:35]=[CH:36][C:37]([S:40]([CH3:41])=[O:1])=[CH:38][CH:39]=2)\[C:19]2[CH:24]=[CH:23][C:22]([C:25]#[C:26][CH2:27][N:28]3[CH2:33][CH2:32][O:31][CH2:30][CH2:29]3)=[CH:21][CH:20]=2)[CH:12]=[CH:11][C:5]=1[O:6][CH2:7][C:8]([OH:10])=[O:9]. Given the reactants [OH:1]O.[CH3:3][C:4]1[CH:14]=[C:13]([O:15][CH2:16]/[CH:17]=[C:18](/[C:34]2[CH:39]=[CH:38][C:37]([S:40][CH3:41])=[CH:36][CH:35]=2)\[C:19]2[CH:24]=[CH:23][C:22]([C:25]#[C:26][CH2:27][N:28]3[CH2:33][CH2:32][O:31][CH2:30][CH2:29]3)=[CH:21][CH:20]=2)[CH:12]=[CH:11][C:5]=1[O:6][CH2:7][C:8]([OH:10])=[O:9], predict the reaction product. (5) Given the reactants [CH2:1]([C:4]1[N:9]=[CH:8][C:7]([CH:10]2[CH2:15][CH2:14][N:13](C(OC(C)(C)C)=O)[CH2:12][CH2:11]2)=[CH:6][CH:5]=1)[CH2:2][CH3:3].[ClH:23], predict the reaction product. The product is: [ClH:23].[NH:13]1[CH2:14][CH2:15][CH:10]([C:7]2[CH:6]=[CH:5][C:4]([CH2:1][CH2:2][CH3:3])=[N:9][CH:8]=2)[CH2:11][CH2:12]1. (6) Given the reactants [C]=[O:2].Cl[C:4]1[N:9]=[N:8][C:7]2[O:10][CH2:11][CH2:12][O:13][C:6]=2[CH:5]=1.[C:14]1(P([C:15]2[CH:14]=CC=[CH:17][CH:16]=2)CCCP([C:15]2[CH:14]=CC=[CH:17][CH:16]=2)[C:15]2[CH:14]=CC=[CH:17][CH:16]=2)C=C[CH:17]=[CH:16][CH:15]=1.N12CCCN=C1CCCCC2.[CH2:54]([OH:58])CCC, predict the reaction product. The product is: [N:8]1[C:7]2[O:10][CH2:11][CH2:12][O:13][C:6]=2[CH:5]=[C:4]([C:54]([O:58][CH2:17][CH2:16][CH2:15][CH3:14])=[O:2])[N:9]=1.